Dataset: Catalyst prediction with 721,799 reactions and 888 catalyst types from USPTO. Task: Predict which catalyst facilitates the given reaction. (1) Reactant: [CH3:1][O:2][C:3]1[C:15]2[C:14]3[C:13]([C:16]([O:18][CH3:19])=[O:17])=[CH:12][CH:11]=[CH:10][C:9]=3[NH:8][C:7]=2[CH:6]=[C:5]2[CH2:20][CH2:21][CH2:22][CH2:23][C:4]=12.[H-].[Na+]. Product: [CH2:23]([N:8]1[C:7]2[CH:6]=[C:5]3[CH2:20][CH2:21][CH2:22][CH2:23][C:4]3=[C:3]([O:2][CH3:1])[C:15]=2[C:14]2[C:13]([C:16]([O:18][CH3:19])=[O:17])=[CH:12][CH:11]=[CH:10][C:9]1=2)[C:4]1[CH:5]=[CH:6][CH:7]=[CH:15][CH:3]=1. The catalyst class is: 3. (2) Reactant: C(N(CC)CC)C.[OH:8][C:9]1[CH:14]=[C:13]([CH3:15])[N:12]=[C:11]([CH3:16])[CH:10]=1.[F:17][C:18]([F:31])([F:30])[S:19](O[S:19]([C:18]([F:31])([F:30])[F:17])(=[O:21])=[O:20])(=[O:21])=[O:20]. Product: [CH3:16][C:11]1[CH:10]=[C:9]([O:8][S:19]([C:18]([F:31])([F:30])[F:17])(=[O:21])=[O:20])[CH:14]=[C:13]([CH3:15])[N:12]=1. The catalyst class is: 112. (3) Reactant: [Mg].II.Br[C:5]1[C:10]([CH3:11])=[CH:9][C:8]([CH3:12])=[CH:7][C:6]=1[CH3:13].[CH3:14][O:15][B:16](OC)[O:17][CH3:18]. Product: [CH3:14][O:15][B:16]([O:17][CH3:18])[C:5]1[C:10]([CH3:11])=[CH:9][C:8]([CH3:12])=[CH:7][C:6]=1[CH3:13]. The catalyst class is: 116. (4) Reactant: [CH3:1][N:2]1[CH:6]=[CH:5][C:4]([NH2:7])=[N:3]1.[CH2:8]([CH2:12][C:13](=O)[CH3:14])[C:9]([CH3:11])=O.CC(O)=O.O. Product: [CH3:14][C:13]1[N:7]([C:4]2[CH:5]=[CH:6][N:2]([CH3:1])[N:3]=2)[C:9]([CH3:11])=[CH:8][CH:12]=1. The catalyst class is: 11. (5) Reactant: [C:1]([Si:5]([CH3:24])([CH3:23])[O:6][CH2:7][CH2:8][CH2:9][O:10][C:11]1[CH:12]=[C:13]2[C:17](=[CH:18][CH:19]=1)[N:16]([CH:20]([CH3:22])[CH3:21])[CH:15]=[CH:14]2)([CH3:4])([CH3:3])[CH3:2].N1C(C)=CC=CC=1C.C(Cl)(=O)[C:34](Cl)=[O:35].[CH3:39][OH:40].[CH3:41][O-:42].[Na+]. Product: [CH3:39][O:40][C:34](=[O:35])[C:41]([C:14]1[C:13]2[C:17](=[CH:18][CH:19]=[C:11]([O:10][CH2:9][CH2:8][CH2:7][O:6][Si:5]([C:1]([CH3:4])([CH3:2])[CH3:3])([CH3:24])[CH3:23])[CH:12]=2)[N:16]([CH:20]([CH3:21])[CH3:22])[CH:15]=1)=[O:42]. The catalyst class is: 54.